Task: Predict the reactants needed to synthesize the given product.. Dataset: Full USPTO retrosynthesis dataset with 1.9M reactions from patents (1976-2016) (1) Given the product [CH3:18][C:16]1[CH:15]=[CH:14][N:13]2[C:9]([C:5]3[CH:4]=[C:3]([OH:2])[CH:8]=[CH:7][CH:6]=3)=[CH:10][N:11]=[C:12]2[CH:17]=1, predict the reactants needed to synthesize it. The reactants are: C[O:2][C:3]1[CH:4]=[C:5]([C:9]2[N:13]3[CH:14]=[CH:15][C:16]([CH3:18])=[CH:17][C:12]3=[N:11][CH:10]=2)[CH:6]=[CH:7][CH:8]=1.[OH-].[Na+]. (2) Given the product [C:1]([C:4]1[CH:5]=[CH:6][C:7]([C:15]2[CH:24]=[CH:23][CH:22]=[C:21]3[C:16]=2[CH2:17][CH2:18][N:19]([C:25]([O:27][C:28]([CH3:30])([CH3:29])[CH3:31])=[O:26])[CH2:20]3)=[C:8]2[C:12]=1[NH:11][C@H:10]([CH3:13])[C@@H:9]2[CH3:14])(=[O:3])[NH2:2].[C:1]([C:4]1[CH:5]=[CH:6][C:7]([C:15]2[CH:24]=[CH:23][CH:22]=[C:21]3[C:16]=2[CH2:17][CH2:18][N:19]([C:25]([O:27][C:28]([CH3:30])([CH3:29])[CH3:31])=[O:26])[CH2:20]3)=[C:8]2[C:12]=1[NH:11][C@H:10]([CH3:13])[C@H:9]2[CH3:14])(=[O:3])[NH2:2], predict the reactants needed to synthesize it. The reactants are: [C:1]([C:4]1[CH:5]=[CH:6][C:7]([C:15]2[CH:24]=[CH:23][CH:22]=[C:21]3[C:16]=2[CH2:17][CH2:18][N:19]([C:25]([O:27][C:28]([CH3:31])([CH3:30])[CH3:29])=[O:26])[CH2:20]3)=[C:8]2[C:12]=1[NH:11][C:10]([CH3:13])=[C:9]2[CH3:14])(=[O:3])[NH2:2].C([BH3-])#N.[Na+].C(O)(=O)C. (3) Given the product [C:1]12([N:6]3[CH:29]=[C:28]4[C:8]([C:9](=[O:30])[CH2:10][C:11]5([CH2:27]4)[CH2:16][CH2:15][NH:14][CH2:13][CH2:12]5)=[N:7]3)[CH2:2][CH:3]([CH2:5]1)[CH2:4]2, predict the reactants needed to synthesize it. The reactants are: [C:1]12([N:6]3[CH:29]=[C:28]4[C:8]([C:9](=[O:30])[CH2:10][C:11]5([CH2:27]4)[CH2:16][CH2:15][N:14](C(OCC4C=CC=CC=4)=O)[CH2:13][CH2:12]5)=[N:7]3)[CH2:5][CH:3]([CH2:4]1)[CH2:2]2.CC1CC=CCC=1.